This data is from Experimentally validated miRNA-target interactions with 360,000+ pairs, plus equal number of negative samples. The task is: Binary Classification. Given a miRNA mature sequence and a target amino acid sequence, predict their likelihood of interaction. (1) The miRNA is cel-miR-236-3p with sequence UAAUACUGUCAGGUAAUGACGCU. The protein sequence of the target gene is MTTALEPEDQKGLLIIKAEDHYWGQDSSSQKCSPHRRELYRQHFRKLCYQDAPGPREALTQLWELCRQWLRPECHTKEQILDLLVLEQFLSILPKDLQAWVRAHHPETGEEAVTVLEDLERELDEPGKQVPGNSERRDILMDKLAPLGRPYESLTVQLHPKKTQLEQEAGKPQRNGDKTRTKNEELFQKEDMPKDKEFLGEINDRLNKDTPQHPKSKDIIENEGRSEWQQRERRRYKCDECGKSFSHSSDLSKHRRTHTGEKPYKCDECGKAFIQRSHLIGHHRVHTGVKPYKCKECGKD.... Result: 0 (no interaction). (2) The miRNA is rno-let-7e-5p with sequence UGAGGUAGGAGGUUGUAUAGUU. The protein sequence of the target gene is MDSAAAAFALDKPALGPGPPPPPPALGPGDCAQARKNFSVSHLLDLEEVAAAGRLAARPGARAEAREGAAREPSGGSSGSEAAPQDGECPSPGRGSAAKRKKKQRRNRTTFNSSQLQALERVFERTHYPDAFVREELARRVNLSEARVQVWFQNRRAKFRRNERAMLASRSASLLKSYSQEAAIEQPVAPRPTALSPDYLSWTASSPYSTVPPYSPGSSGPATPGVNMANSIASLRLKAKEFSLHHSQVPTVN. Result: 0 (no interaction). (3) The miRNA is hsa-miR-371b-5p with sequence ACUCAAAAGAUGGCGGCACUUU. The protein sequence of the target gene is MALLTAATRLLGAKNSSCLVLAARHASASSTNLKDVLSNLIPKEQARIKTFKQQHGKTVVGQITVDMMYGGMRGMKGLVYETSVLDPDEGIRFRGYSIPECQKMLPKAKGGEEPLPEGLFWLLVTGQMPTEEQVSWLSREWAKRAALPSHVVTMLDNFPTNLHPMSQLSAAITALNSESNFARAYAEGMNRAKYWELIYEDCMDLIAKLPCVAAKIYRNLYREGSSIGAIDSRLDWSHNFTNMLGYTDPQFTELMRLYLTIHSDHEGGNVSAHTSHLVGSALSDPYLSFAAAMNGLAGPL.... Result: 0 (no interaction). (4) The miRNA is mmu-miR-743b-3p with sequence GAAAGACAUCAUGCUGAAUAGA. The protein sequence of the target gene is MAKLLSCVLGPRLYKIYRERDSERAPASVPETPTAVTAPHSSSWDTYYQPRALEKHADSILALASVFWSISYYSSPFAFFYLYRKGYLSLSKVVPFSHYAGTLLLLLAGVACLRGIGRWTNPQYRQFITILEATHRNQSSENKRQLANYNFDFRSWPVDFHWEEPSSRKESRGGPSRRGVALLRPEPLHRGTADTLLNRVKKLPCQITSYLVAHTLGRRMLYPGSVYLLQKALMPVLLQGQARLVEECNGRRAKLLACDGNEIDTMFVDRRGTAEPQGQKLVICCEGNAGFYEVGCVSTP.... Result: 0 (no interaction). (5) The miRNA is hsa-miR-708-3p with sequence CAACUAGACUGUGAGCUUCUAG. The protein sequence of the target gene is MAEVPPGPSSLLPPPAPAAPAAAELRCPFPAGAALACCSEDEEDDEEHEGGCGSPAGGEAATSAKARSCLRCPQLPPEQQQQQLNGLIGPELRHLRAAATLKSKVLSAAEAAAPDGASKVTATKGAEGHPGERPPHSVPNNARTALPGRSEAAAAAAGAASDPAAARNGLVEGTEQQEEEEMDEQVRLLSSSLTTGCSLRSSQGREAEPGEDRTIRYVRYESELQMPDIMRLITKDLSEPYSIYTYRYFIHNWPQLCFLAMVGEECVGAIVCKLDMHKKMFRRGYIAMLAVDSKYRRNGI.... Result: 0 (no interaction).